This data is from Full USPTO retrosynthesis dataset with 1.9M reactions from patents (1976-2016). The task is: Predict the reactants needed to synthesize the given product. Given the product [Cl:41][C:11]1[C:10]2[NH:9][C:8](=[O:13])[C:7]3[S:14][CH:15]=[CH:16][C:6]=3[C:5]=2[C:4]([C:17]2[CH:22]=[CH:21][C:20]([CH2:23][CH:24]([NH:26][C:27](=[O:33])[O:28][C:29]([CH3:32])([CH3:31])[CH3:30])[CH3:25])=[CH:19][CH:18]=2)=[C:3]([O:2][CH3:1])[CH:12]=1, predict the reactants needed to synthesize it. The reactants are: [CH3:1][O:2][C:3]1[CH:12]=[CH:11][C:10]2[NH:9][C:8](=[O:13])[C:7]3[S:14][CH:15]=[CH:16][C:6]=3[C:5]=2[C:4]=1[C:17]1[CH:22]=[CH:21][C:20]([CH2:23][CH:24]([NH:26][C:27](=[O:33])[O:28][C:29]([CH3:32])([CH3:31])[CH3:30])[CH3:25])=[CH:19][CH:18]=1.C1C(=O)N([Cl:41])C(=O)C1.